This data is from Catalyst prediction with 721,799 reactions and 888 catalyst types from USPTO. The task is: Predict which catalyst facilitates the given reaction. (1) Reactant: [Cl:1][C:2]1[CH:26]=[CH:25][C:5]([CH2:6][CH2:7][N:8]2[CH2:12][CH2:11][C@H:10]([O:13]C(=O)C3C=CC([N+]([O-])=O)=CC=3)[CH2:9]2)=[CH:4][CH:3]=1.[OH-].[Na+]. Product: [Cl:1][C:2]1[CH:26]=[CH:25][C:5]([CH2:6][CH2:7][N:8]2[CH2:12][CH2:11][C@H:10]([OH:13])[CH2:9]2)=[CH:4][CH:3]=1. The catalyst class is: 5. (2) Reactant: C[O:2][CH:3](OC)[CH2:4][N:5]1[C:9]2[N:10]=[C:11]([C:20]3[CH:25]=[CH:24][C:23]([NH:26][C:27]([NH:29][C:30]4[CH:35]=[CH:34][N:33]=[CH:32][CH:31]=4)=[O:28])=[CH:22][CH:21]=3)[N:12]=[C:13]([N:14]3[CH2:19][CH2:18][O:17][CH2:16][CH2:15]3)[C:8]=2[N:7]=[N:6]1. Product: [N:14]1([C:13]2[C:8]3[N:7]=[N:6][N:5]([CH2:4][CH:3]=[O:2])[C:9]=3[N:10]=[C:11]([C:20]3[CH:25]=[CH:24][C:23]([NH:26][C:27]([NH:29][C:30]4[CH:35]=[CH:34][N:33]=[CH:32][CH:31]=4)=[O:28])=[CH:22][CH:21]=3)[N:12]=2)[CH2:15][CH2:16][O:17][CH2:18][CH2:19]1. The catalyst class is: 393. (3) Reactant: Br[C:2]1[C:3](=[O:10])[N:4]([CH3:9])[CH:5]=[C:6]([Br:8])[N:7]=1.[NH2:11][C:12]1[CH:13]=[N:14][CH:15]=[CH:16][CH:17]=1.CC(C)([O-])C.[Na+]. Product: [Br:8][C:6]1[N:7]=[C:2]([NH:11][C:12]2[CH:13]=[N:14][CH:15]=[CH:16][CH:17]=2)[C:3](=[O:10])[N:4]([CH3:9])[CH:5]=1. The catalyst class is: 1. (4) Reactant: [NH2:1][C:2]1[CH:10]=[C:9]([C:11]([OH:13])=[O:12])[CH:8]=[CH:7][C:3]=1[C:4]([OH:6])=O.[NH2:14][C:15](N)=[O:16]. Product: [O:16]=[C:15]1[NH:14][C:4](=[O:6])[C:3]2[C:2](=[CH:10][C:9]([C:11]([OH:13])=[O:12])=[CH:8][CH:7]=2)[NH:1]1. The catalyst class is: 6. (5) Reactant: [CH3:1][O:2][C:3]1[CH:8]=[CH:7][CH:6]=[CH:5][C:4]=1[CH2:9][C:10]([C:12]1[CH:17]=[CH:16][C:15]([OH:18])=[C:14]([OH:19])[C:13]=1[OH:20])=[O:11].[C:21]1(C)C=C(C)C=C(C)C=1Cl. Product: [OH:18][C:15]1[C:14]([OH:19])=[C:13]2[C:12]([C:10](=[O:11])[C:9]([C:4]3[CH:5]=[CH:6][CH:7]=[CH:8][C:3]=3[O:2][CH3:1])=[CH:21][O:20]2)=[CH:17][CH:16]=1. The catalyst class is: 3.